From a dataset of Catalyst prediction with 721,799 reactions and 888 catalyst types from USPTO. Predict which catalyst facilitates the given reaction. (1) The catalyst class is: 15. Reactant: [NH:1]1[C:9]2[C:4](=[CH:5][CH:6]=[CH:7][CH:8]=2)[CH2:3][C:2]1=[O:10].[I:11]N1C(=O)CCC1=O.O. Product: [I:11][C:6]1[CH:5]=[C:4]2[C:9](=[CH:8][CH:7]=1)[NH:1][C:2](=[O:10])[CH2:3]2. (2) Reactant: CC(OC(/N=N/C(OC(C)C)=O)=O)C.[Br:15][C:16]1[C:20]2[C:21]([Cl:25])=[N:22][CH:23]=[CH:24][C:19]=2[NH:18][N:17]=1.O[C@H:27]1[CH2:32][CH2:31][CH2:30][N:29]([C:33]([O:35][C:36]([CH3:39])([CH3:38])[CH3:37])=[O:34])[CH2:28]1.C1C=CC(P(C2C=CC=CC=2)C2C=CC=CC=2)=CC=1. Product: [Br:15][C:16]1[C:20]2[C:21]([Cl:25])=[N:22][CH:23]=[CH:24][C:19]=2[N:18]([C@@H:31]2[CH2:32][CH2:27][CH2:28][N:29]([C:33]([O:35][C:36]([CH3:39])([CH3:38])[CH3:37])=[O:34])[CH2:30]2)[N:17]=1. The catalyst class is: 7. (3) Reactant: Cl.[F:2][C:3]1[CH:4]=[C:5]2[C:9](=[CH:10][CH:11]=1)[NH:8][C:7]([C:12]1[N:17]=[C:16]([NH:18][C:19]3[CH:24]=[CH:23][C:22]([C:25]([N:27]4[CH2:32][CH2:31][NH:30][CH2:29][CH2:28]4)=[O:26])=[CH:21][C:20]=3[O:33]C)[CH:15]=[N:14][CH:13]=1)=[CH:6]2.B(Br)(Br)Br. Product: [F:2][C:3]1[CH:4]=[C:5]2[C:9](=[CH:10][CH:11]=1)[NH:8][C:7]([C:12]1[N:17]=[C:16]([NH:18][C:19]3[CH:24]=[CH:23][C:22]([C:25]([N:27]4[CH2:32][CH2:31][NH:30][CH2:29][CH2:28]4)=[O:26])=[CH:21][C:20]=3[OH:33])[CH:15]=[N:14][CH:13]=1)=[CH:6]2. The catalyst class is: 26. (4) Reactant: [N+:1]([C:4]1[CH:5]=[CH:6][CH:7]=[C:8]2[C:12]=1[NH:11][CH:10]=[CH:9]2)([O-:3])=[O:2].[Cl:13]N1C(=O)CCC1=O.C(=O)(O)[O-].[Na+]. Product: [Cl:13][C:9]1[C:8]2[C:12](=[C:4]([N+:1]([O-:3])=[O:2])[CH:5]=[CH:6][CH:7]=2)[NH:11][CH:10]=1. The catalyst class is: 10. (5) Reactant: C[O:2][C:3](=[O:16])[CH2:4][C:5]1[C:13]2[C:8](=[N:9][CH:10]=[CH:11][CH:12]=2)[NH:7][C:6]=1[CH2:14][CH3:15].CCN(P1(N(C)CCCN1C)=NC(C)(C)C)CC.[F:35][C:36]([F:46])([F:45])[C:37]1[CH:44]=[CH:43][C:40]([CH2:41]Br)=[CH:39][CH:38]=1.O. The catalyst class is: 3. Product: [CH2:14]([C:6]1[N:7]([CH2:41][C:40]2[CH:39]=[CH:38][C:37]([C:36]([F:35])([F:45])[F:46])=[CH:44][CH:43]=2)[C:8]2=[N:9][CH:10]=[CH:11][CH:12]=[C:13]2[C:5]=1[CH2:4][C:3]([OH:2])=[O:16])[CH3:15]. (6) Reactant: C(OC([NH:8][C:9]1([CH3:21])[CH2:14][CH2:13][N:12]([C:15]2[N:20]=[CH:19][CH:18]=[CH:17][N:16]=2)[CH2:11][CH2:10]1)=O)(C)(C)C.ClC1N=CC=CN=1.FC(F)(F)C(O)=O. Product: [NH2:8][C:9]1([CH3:21])[CH2:14][CH2:13][N:12]([C:15]2[N:16]=[CH:17][CH:18]=[CH:19][N:20]=2)[CH2:11][CH2:10]1. The catalyst class is: 4. (7) Reactant: Br[CH2:2][C:3](=O)[CH2:4][C:5]1[CH:10]=[CH:9][CH:8]=[C:7]([F:11])[C:6]=1[CH3:12].[CH3:14][O:15][C:16](=[O:24])[CH2:17][C:18]1[CH:23]=[CH:22][CH:21]=[CH:20][N:19]=1.C(=O)([O-])O.[Na+]. Product: [CH3:14][O:15][C:16]([C:17]1[C:3]([CH2:4][C:5]2[CH:10]=[CH:9][CH:8]=[C:7]([F:11])[C:6]=2[CH3:12])=[CH:2][N:19]2[C:18]=1[CH:23]=[CH:22][CH:21]=[CH:20]2)=[O:24]. The catalyst class is: 131.